From a dataset of Tyrosyl-DNA phosphodiesterase HTS with 341,365 compounds. Binary Classification. Given a drug SMILES string, predict its activity (active/inactive) in a high-throughput screening assay against a specified biological target. (1) The drug is s1c2c(n(c1=O)C)ccc(NC(=O)COc1ccc(cc1)C)c2. The result is 0 (inactive). (2) The molecule is o1nc(nc1c1cc([N+]([O-])=O)c(NCCc2ccccc2)cc1)c1ccc(OC)cc1. The result is 0 (inactive). (3) The compound is O(c1ccc(cc1)/C=C(\C(=O)Nc1cccnc1)C#N)CC. The result is 0 (inactive). (4) The result is 0 (inactive). The compound is O(C(=O)C1(CC2CC2)CCN(CC1)Cc1ccc(cc1)C(OC)=O)CC. (5) The molecule is Fc1c(NC(=O)c2oc3c(c2NC(=O)C2CC2)cccc3)cccc1. The result is 0 (inactive). (6) The compound is Clc1c(NC(=O)c2cc(N)ccc2)ccc(N)c1. The result is 0 (inactive). (7) The compound is Brc1ccc(OCC(=O)NCCNC(=O)c2cccnc2)cc1. The result is 0 (inactive). (8) The molecule is S(Cc1cc([N+]([O-])=O)c(OCC)cc1)C(N)=N. The result is 0 (inactive). (9) The compound is Clc1cc2c([nH]c(cc2=O)C)cc1. The result is 0 (inactive). (10) The result is 0 (inactive). The molecule is Clc1cc(C(OCC(=O)N2CC(OC(C2)C)C)=O)c([N+]([O-])=O)cc1.